This data is from Reaction yield outcomes from USPTO patents with 853,638 reactions. The task is: Predict the reaction yield, written as a fraction of the theoretical maximum amount of product (1.0 means a 100% yield; for example, 0.34 means a 34% yield). (1) The reactants are [CH2:1]([O:3][C:4]([C:6]1[C:7](=[O:22])[C:8]2[C:13]([C:14]=1[C:15]1[CH:20]=[CH:19][CH:18]=[CH:17][CH:16]=1)=[CH:12][CH:11]=[C:10]([OH:21])[CH:9]=2)=[O:5])[CH3:2].O[CH2:24][CH2:25][N:26]1[CH2:31][CH2:30][O:29][CH2:28][CH2:27]1.C1(P(C2C=CC=CC=2)C2C=CC=CC=2)C=CC=CC=1.CC(OC(/N=N/C(OC(C)C)=O)=O)C. The catalyst is O1CCCC1.C1C=CC=CC=1. The product is [CH2:1]([O:3][C:4]([C:6]1[C:7](=[O:22])[C:8]2[C:13]([C:14]=1[C:15]1[CH:20]=[CH:19][CH:18]=[CH:17][CH:16]=1)=[CH:12][CH:11]=[C:10]([O:21][CH2:24][CH2:25][N:26]1[CH2:31][CH2:30][O:29][CH2:28][CH2:27]1)[CH:9]=2)=[O:5])[CH3:2]. The yield is 0.930. (2) The reactants are [Cl-].[CH2:2]([N+:12]([CH2:15][CH2:16][CH2:17][CH2:18][CH2:19][CH2:20][CH2:21][CH2:22][CH2:23][CH3:24])([CH3:14])[CH3:13])[CH2:3][CH2:4][CH2:5][CH2:6][CH2:7][CH2:8][CH2:9][CH2:10][CH3:11].[Na+].[C:26]([O-:34])(=[O:33])[C:27]1[CH:32]=[CH:31][CH:30]=[CH:29][CH:28]=1. The catalyst is O. The product is [C:26]([O-:34])(=[O:33])[C:27]1[CH:32]=[CH:31][CH:30]=[CH:29][CH:28]=1.[CH2:15]([N+:12]([CH2:2][CH2:3][CH2:4][CH2:5][CH2:6][CH2:7][CH2:8][CH2:9][CH2:10][CH3:11])([CH3:14])[CH3:13])[CH2:16][CH2:17][CH2:18][CH2:19][CH2:20][CH2:21][CH2:22][CH2:23][CH3:24]. The yield is 0.850. (3) The reactants are C(OC([N:8]1[CH2:13][CH2:12][O:11][CH:10]([C:14](=[O:43])[NH:15][C@H:16]([C:32]([C:34]2[S:35][C:36]3[CH:42]=[CH:41][CH:40]=[CH:39][C:37]=3[N:38]=2)=[O:33])[CH2:17][CH2:18][CH2:19][CH2:20][NH:21][C:22]([O:24][CH2:25][C:26]2[CH:31]=[CH:30][CH:29]=[CH:28][CH:27]=2)=[O:23])[CH2:9]1)=O)(C)(C)C.[ClH:44].CC(=O)OCC. The catalyst is CC(=O)OCC. The product is [ClH:44].[CH2:25]([O:24][C:22](=[O:23])[NH:21][CH2:20][CH2:19][CH2:18][CH2:17][C@H:16]([NH:15][C:14]([CH:10]1[O:11][CH2:12][CH2:13][NH:8][CH2:9]1)=[O:43])[C:32]([C:34]1[S:35][C:36]2[CH:42]=[CH:41][CH:40]=[CH:39][C:37]=2[N:38]=1)=[O:33])[C:26]1[CH:31]=[CH:30][CH:29]=[CH:28][CH:27]=1. The yield is 0.558. (4) The catalyst is C(#N)C. The product is [CH2:1]([N:8]1[C:16]2[C:11](=[CH:12][C:13]([NH:17][C:18]3[C:19]([C:20]([NH:28][C@@H:29]4[CH2:30][CH2:31][C@H:32]([NH:35][C:36]([C:38]5[N:39]=[C:40]6[CH:45]=[CH:44][CH:43]=[CH:42][N:41]6[CH:46]=5)=[O:37])[CH2:33][CH2:34]4)=[O:21])=[CH:23][C:24]([F:27])=[CH:25][N:26]=3)=[CH:14][CH:15]=2)[CH:10]=[N:9]1)[C:2]1[CH:7]=[CH:6][CH:5]=[CH:4][CH:3]=1. The reactants are [CH2:1]([N:8]1[C:16]2[C:11](=[CH:12][C:13]([NH:17][C:18]3[N:26]=[CH:25][C:24]([F:27])=[CH:23][C:19]=3[C:20](O)=[O:21])=[CH:14][CH:15]=2)[CH:10]=[N:9]1)[C:2]1[CH:7]=[CH:6][CH:5]=[CH:4][CH:3]=1.[NH2:28][C@@H:29]1[CH2:34][CH2:33][C@H:32]([NH:35][C:36]([C:38]2[N:39]=[C:40]3[CH:45]=[CH:44][CH:43]=[CH:42][N:41]3[CH:46]=2)=[O:37])[CH2:31][CH2:30]1.C(N(CC)CC)C. The yield is 0.100. (5) The reactants are C(=O)([O-])[O-].[K+].[K+].Br[CH2:8][C:9]#[N:10].[CH:11]([O:14][C:15]([N:17]1[C:26]2[C:21](=[CH:22][C:23]([C:27]([F:30])([F:29])[F:28])=[CH:24][CH:25]=2)[C@@H:20]([N:31]([CH2:37][C:38]2[CH:43]=[C:42]([C:44]([F:47])([F:46])[F:45])[CH:41]=[C:40]([C:48]([F:51])([F:50])[F:49])[CH:39]=2)[C:32]2[NH:36][N:35]=[N:34][N:33]=2)[CH2:19][C@H:18]1[CH2:52][CH3:53])=[O:16])([CH3:13])[CH3:12].O. The catalyst is CN(C)C=O.CC(C)=O.ClCCl. The product is [CH:11]([O:14][C:15]([N:17]1[C:26]2[C:21](=[CH:22][C:23]([C:27]([F:30])([F:29])[F:28])=[CH:24][CH:25]=2)[C@@H:20]([N:31]([CH2:37][C:38]2[CH:43]=[C:42]([C:44]([F:45])([F:46])[F:47])[CH:41]=[C:40]([C:48]([F:49])([F:50])[F:51])[CH:39]=2)[C:32]2[N:33]=[N:34][N:35]([CH2:8][C:9]#[N:10])[N:36]=2)[CH2:19][C@H:18]1[CH2:52][CH3:53])=[O:16])([CH3:13])[CH3:12]. The yield is 0.420. (6) The product is [C:9]([C:1]1[CH:2]=[C:3]([CH3:8])[CH:4]=[CH:5][C:6]=1[OH:7])([C:12]1[CH:17]=[CH:16][CH:15]=[CH:14][CH:13]=1)([CH3:11])[CH3:10]. The reactants are [CH:1]1[C:6]([OH:7])=[CH:5][CH:4]=[C:3]([CH3:8])[CH:2]=1.[C:9](C1C=CC(O)=CC=1)([C:12]1[CH:17]=[CH:16][CH:15]=[CH:14][CH:13]=1)([CH3:11])[CH3:10]. The catalyst is C1(C)C=CC=CC=1. The yield is 0.440. (7) The product is [NH2:6][C@@H:4]1[C@H:3]2[O:7][CH2:8][C@H:9]([NH:10][C:21](=[O:22])[CH2:20][CH2:24][CH2:25][CH:26]3[CH2:31][CH2:30][CH2:29][CH2:28][CH2:27]3)[C@H:2]2[O:1][CH2:5]1. The yield is 0.455. The catalyst is CO.C(#N)C. The reactants are [O:1]1[CH2:5][C@H:4]([NH2:6])[C@H:3]2[O:7][CH2:8][C@H:9]([NH2:10])[C@@H:2]12.N1([CH:20]([CH2:24][CH2:25][CH:26]2[CH2:31][CH2:30][CH2:29][CH2:28][CH2:27]2)[C:21]([O-])=[O:22])C2C=CC=CC=2N=N1.Cl.C(OCC)(=O)C. (8) The reactants are [Cl-].O[NH3+:3].[C:4](=[O:7])([O-])[OH:5].[Na+].CS(C)=O.[CH2:13]([C:15]1[N:16]([C:40]2[CH:45]=[CH:44][C:43]([O:46][C:47]([CH3:53])([CH3:52])[C:48]([OH:51])([CH3:50])[CH3:49])=[CH:42][CH:41]=2)[C:17](=[O:39])[C:18]([CH2:24][C:25]2[CH:30]=[CH:29][C:28]([C:31]3[C:32]([C:37]#[N:38])=[CH:33][CH:34]=[CH:35][CH:36]=3)=[CH:27][CH:26]=2)=[C:19]([CH2:21][CH2:22][CH3:23])[N:20]=1)[CH3:14]. The catalyst is C(OCC)(=O)C. The product is [CH2:13]([C:15]1[N:16]([C:40]2[CH:41]=[CH:42][C:43]([O:46][C:47]([CH3:53])([CH3:52])[C:48]([OH:51])([CH3:50])[CH3:49])=[CH:44][CH:45]=2)[C:17](=[O:39])[C:18]([CH2:24][C:25]2[CH:26]=[CH:27][C:28]([C:31]3[CH:36]=[CH:35][CH:34]=[CH:33][C:32]=3[C:37]3[NH:3][C:4](=[O:7])[O:5][N:38]=3)=[CH:29][CH:30]=2)=[C:19]([CH2:21][CH2:22][CH3:23])[N:20]=1)[CH3:14]. The yield is 0.350. (9) The reactants are [CH3:1][O:2][C:3](=[O:24])[C:4]1[CH:9]=[C:8]([F:10])[C:7]([CH2:11][NH:12][CH:13]=O)=[N:6][C:5]=1[NH:15][C:16]1[CH:21]=[CH:20][C:19]([Br:22])=[CH:18][C:17]=1[F:23].P(Cl)(Cl)(Cl)=O. The catalyst is C1(C)C=CC=CC=1. The product is [CH3:1][O:2][C:3]([C:4]1[CH:9]=[C:8]([F:10])[C:7]2[N:6]([CH:13]=[N:12][CH:11]=2)[C:5]=1[NH:15][C:16]1[CH:21]=[CH:20][C:19]([Br:22])=[CH:18][C:17]=1[F:23])=[O:24]. The yield is 0.290.